This data is from Catalyst prediction with 721,799 reactions and 888 catalyst types from USPTO. The task is: Predict which catalyst facilitates the given reaction. Reactant: [F:1][C:2]1[CH:3]=[C:4]([NH:12][CH2:13][CH:14]2[CH2:17][CH2:16][O:15]2)[C:5]([C:8]([O:10][CH3:11])=[O:9])=[N:6][CH:7]=1.C1C(=O)N([Br:25])C(=O)C1. Product: [Br:25][C:7]1[N:6]=[C:5]([C:8]([O:10][CH3:11])=[O:9])[C:4]([NH:12][CH2:13][CH:14]2[CH2:17][CH2:16][O:15]2)=[CH:3][C:2]=1[F:1]. The catalyst class is: 10.